This data is from Forward reaction prediction with 1.9M reactions from USPTO patents (1976-2016). The task is: Predict the product of the given reaction. (1) Given the reactants [CH2:1]([O:3][C:4]([CH:6]1[CH2:11][CH2:10][CH:9]([O:12][Si:13]([C:16]([CH3:19])([CH3:18])[CH3:17])([CH3:15])[CH3:14])[CH2:8][CH2:7]1)=[O:5])[CH3:2].C[Si](C)(C)[N-][Si](C)(C)C.[K+].Br[CH2:31][CH:32]=[CH2:33], predict the reaction product. The product is: [CH2:1]([O:3][C:4]([C:6]1([CH2:33][CH:32]=[CH2:31])[CH2:11][CH2:10][CH:9]([O:12][Si:13]([C:16]([CH3:18])([CH3:17])[CH3:19])([CH3:15])[CH3:14])[CH2:8][CH2:7]1)=[O:5])[CH3:2]. (2) Given the reactants [CH3:1][O:2][C:3]1[CH:8]=[CH:7][C:6]([SH:9])=[CH:5][CH:4]=1.[H-].[Na+].[Cl:12][C:13]1[CH:18]=[CH:17][CH:16]=[C:15](Cl)[N:14]=1, predict the reaction product. The product is: [Cl:12][C:13]1[CH:18]=[CH:17][CH:16]=[C:15]([S:9][C:6]2[CH:7]=[CH:8][C:3]([O:2][CH3:1])=[CH:4][CH:5]=2)[N:14]=1. (3) Given the reactants [Cl:1][C:2]1[CH:27]=[CH:26][C:5]([CH2:6][N:7]2[C:15]3[C:10](=[CH:11][C:12]([CH:16]=[C:17]4[S:21][C:20](SCC)=[N:19][C:18]4=[O:25])=[CH:13][CH:14]=3)[CH:9]=[N:8]2)=[C:4]([C:28]([F:31])([F:30])[F:29])[CH:3]=1.[NH:32]1[CH2:37][CH:36]=[C:35]([C:38]([OH:40])=[O:39])[CH2:34][CH2:33]1, predict the reaction product. The product is: [Cl:1][C:2]1[CH:27]=[CH:26][C:5]([CH2:6][N:7]2[C:15]3[C:10](=[CH:11][C:12]([CH:16]=[C:17]4[S:21][C:20]([N:32]5[CH2:33][CH:34]=[C:35]([C:38]([OH:40])=[O:39])[CH2:36][CH2:37]5)=[N:19][C:18]4=[O:25])=[CH:13][CH:14]=3)[CH:9]=[N:8]2)=[C:4]([C:28]([F:29])([F:30])[F:31])[CH:3]=1. (4) The product is: [C:37]([N:29]1[C:30]2[C:35](=[CH:34][C:33]([C:5]3[CH:6]=[CH:7][C:8]([O:9][CH3:10])=[C:3]([O:2][CH3:1])[CH:4]=3)=[CH:32][CH:31]=2)[C@H:26]([NH:25][C:24](=[O:41])[O:23][CH:21]([CH3:20])[CH3:22])[CH2:27][C@@H:28]1[CH3:40])(=[O:39])[CH3:38]. Given the reactants [CH3:1][O:2][C:3]1[CH:4]=[C:5](B2OC(C)(C)C(C)(C)O2)[CH:6]=[CH:7][C:8]=1[O:9][CH3:10].[CH3:20][CH:21]([O:23][C:24](=[O:41])[NH:25][C@H:26]1[C:35]2[C:30](=[CH:31][CH:32]=[C:33](Br)[CH:34]=2)[N:29]([C:37](=[O:39])[CH3:38])[C@@H:28]([CH3:40])[CH2:27]1)[CH3:22].C([O-])(O)=O.[Na+], predict the reaction product.